Task: Predict the reactants needed to synthesize the given product.. Dataset: Full USPTO retrosynthesis dataset with 1.9M reactions from patents (1976-2016) Given the product [CH2:1]([O:8][C:9]1[CH:10]=[CH:11][C:12]2[C:13]3[S:21][C:20]([CH2:22][CH3:23])=[N:19][C:14]=3[CH:15]=[N+:16]([O-:29])[C:17]=2[CH:18]=1)[C:2]1[CH:3]=[CH:4][CH:5]=[CH:6][CH:7]=1, predict the reactants needed to synthesize it. The reactants are: [CH2:1]([O:8][C:9]1[CH:10]=[CH:11][C:12]2[C:13]3[S:21][C:20]([CH2:22][CH3:23])=[N:19][C:14]=3[CH:15]=[N:16][C:17]=2[CH:18]=1)[C:2]1[CH:7]=[CH:6][CH:5]=[CH:4][CH:3]=1.ClC1C=C(C=CC=1)C(OO)=[O:29].